Predict which catalyst facilitates the given reaction. From a dataset of Catalyst prediction with 721,799 reactions and 888 catalyst types from USPTO. (1) The catalyst class is: 11. Reactant: O[C:2]1[CH:7]=[CH:6][C:5]([S:8][C:9]([F:12])([F:11])[F:10])=[CH:4][C:3]=1[NH:13][C:14](=[O:21])[C:15]1[CH:20]=[CH:19][N:18]=[CH:17][CH:16]=1.O1CCCC1.C1(P(C2C=CC=CC=2)C2C=CC=CC=2)C=CC=CC=1.N(C(OCC)=O)=NC(OCC)=O. Product: [N:18]1[CH:17]=[CH:16][C:15]([C:14]2[O:21][C:2]3[CH:7]=[CH:6][C:5]([S:8][C:9]([F:10])([F:11])[F:12])=[CH:4][C:3]=3[N:13]=2)=[CH:20][CH:19]=1. (2) Reactant: C[O-].[Na+].Cl.[NH2:5][C:6]1[S:7][C:8](Br)=[CH:9][N:10]=1.[C:12]([C:15]1[CH:16]=[C:17]([SH:21])[CH:18]=[CH:19][CH:20]=1)([OH:14])=[O:13].Cl.O1CCO[CH2:25][CH2:24]1. Product: [CH2:24]([O:13][C:12](=[O:14])[C:15]1[CH:20]=[CH:19][CH:18]=[C:17]([S:21][C:8]2[S:7][C:6]([NH2:5])=[N:10][CH:9]=2)[CH:16]=1)[CH3:25]. The catalyst class is: 5.